This data is from Forward reaction prediction with 1.9M reactions from USPTO patents (1976-2016). The task is: Predict the product of the given reaction. Given the reactants [NH2:1][C:2]1[N:3]=[CH:4][C:5]2[C:10]([C:11]([C:13]3[CH:14]=[N:15][CH:16]=[C:17]([NH2:19])[CH:18]=3)=[O:12])=[CH:9][N:8]([C:20]([CH3:23])([CH3:22])[CH3:21])[C:6]=2[N:7]=1.[CH:24]1([C:27]2[CH:28]=[N:29][N:30]([CH2:32][C:33](O)=[O:34])[CH:31]=2)[CH2:26][CH2:25]1, predict the reaction product. The product is: [NH2:1][C:2]1[N:3]=[CH:4][C:5]2[C:10]([C:11]([C:13]3[CH:18]=[C:17]([NH:19][C:33](=[O:34])[CH2:32][N:30]4[CH:31]=[C:27]([CH:24]5[CH2:25][CH2:26]5)[CH:28]=[N:29]4)[CH:16]=[N:15][CH:14]=3)=[O:12])=[CH:9][N:8]([C:20]([CH3:23])([CH3:22])[CH3:21])[C:6]=2[N:7]=1.